Dataset: Forward reaction prediction with 1.9M reactions from USPTO patents (1976-2016). Task: Predict the product of the given reaction. Given the reactants C(C1C=CC(C[S:8][C:9]2[CH:10]=[C:11]([O:19][CH2:20][O:21][CH3:22])[C:12](=[O:18])[N:13]([CH2:15][O:16][CH3:17])[CH:14]=2)=CC=1)C.Cl[CH2:26][C:27]1[CH:32]=[CH:31][C:30]([Cl:33])=[CH:29][N:28]=1, predict the reaction product. The product is: [Cl:33][C:30]1[CH:31]=[CH:32][C:27]([CH2:26][S:8][C:9]2[CH:10]=[C:11]([O:19][CH2:20][O:21][CH3:22])[C:12](=[O:18])[N:13]([CH2:15][O:16][CH3:17])[CH:14]=2)=[N:28][CH:29]=1.